Dataset: Reaction yield outcomes from USPTO patents with 853,638 reactions. Task: Predict the reaction yield, written as a fraction of the theoretical maximum amount of product (1.0 means a 100% yield; for example, 0.34 means a 34% yield). (1) The reactants are O[Li].O.C[O:5][C:6](=[O:36])[CH2:7][C@@H:8]([OH:35])[C:9]([N:11]1[CH2:16][CH2:15][N:14]([C:17]2[C:26]3[C:21](=[CH:22][C:23]([CH3:27])=[CH:24][CH:25]=3)[N:20]=[C:19]([C:28]3[CH:33]=[CH:32][CH:31]=[CH:30][C:29]=3[OH:34])[N:18]=2)[CH2:13][CH2:12]1)=[O:10].Cl. The catalyst is C1COCC1.O. The product is [OH:35][C@@H:8]([C:9]([N:11]1[CH2:12][CH2:13][N:14]([C:17]2[C:26]3[C:21](=[CH:22][C:23]([CH3:27])=[CH:24][CH:25]=3)[N:20]=[C:19]([C:28]3[CH:33]=[CH:32][CH:31]=[CH:30][C:29]=3[OH:34])[N:18]=2)[CH2:15][CH2:16]1)=[O:10])[CH2:7][C:6]([OH:36])=[O:5]. The yield is 0.750. (2) The reactants are [F:1][C:2]([F:6])([F:5])[CH2:3][NH2:4].[Br:7][C:8]1[CH:13]=[CH:12][C:11]([O:14][CH3:15])=[CH:10][C:9]=1[CH2:16]Br. The catalyst is CS(C)=O. The product is [F:1][C:2]([F:6])([F:5])[CH2:3][NH:4][CH2:16][C:9]1[CH:10]=[C:11]([O:14][CH3:15])[CH:12]=[CH:13][C:8]=1[Br:7]. The yield is 0.960.